Dataset: Full USPTO retrosynthesis dataset with 1.9M reactions from patents (1976-2016). Task: Predict the reactants needed to synthesize the given product. Given the product [C:10]([O:9][C:7]([N:5]1[CH2:6][C:2]([F:1])([F:21])[CH2:3][C@@H:4]1[CH2:14][CH:15]([CH3:20])[C:16]([OH:18])=[O:17])=[O:8])([CH3:13])([CH3:11])[CH3:12], predict the reactants needed to synthesize it. The reactants are: [F:1][C:2]1([F:21])[CH2:6][N:5]([C:7]([O:9][C:10]([CH3:13])([CH3:12])[CH3:11])=[O:8])[C@@H:4]([CH2:14][CH:15]([CH3:20])[C:16]([O:18]C)=[O:17])[CH2:3]1.O[Li].O.